This data is from Forward reaction prediction with 1.9M reactions from USPTO patents (1976-2016). The task is: Predict the product of the given reaction. Given the reactants [CH:1]1([CH2:6][O:7][C:8]2[C:9]([N+:21]([O-])=O)=[N:10][CH:11]=[C:12]([O:14][C:15]3[CH:20]=[CH:19][CH:18]=[CH:17][CH:16]=3)[CH:13]=2)[CH2:5][CH2:4][CH2:3][CH2:2]1.O, predict the reaction product. The product is: [CH:1]1([CH2:6][O:7][C:8]2[C:9]([NH2:21])=[N:10][CH:11]=[C:12]([O:14][C:15]3[CH:20]=[CH:19][CH:18]=[CH:17][CH:16]=3)[CH:13]=2)[CH2:2][CH2:3][CH2:4][CH2:5]1.